Dataset: Forward reaction prediction with 1.9M reactions from USPTO patents (1976-2016). Task: Predict the product of the given reaction. (1) Given the reactants Cl.[NH2:2][CH2:3][C:4]1[CH:5]=[C:6]([CH2:10][N:11]2[C:19]3[C:14](=[C:15]([O:20][CH3:21])[CH:16]=[CH:17][CH:18]=3)[C:13]([NH:22][S:23]([C:26]3[S:27][C:28]([Cl:31])=[CH:29][CH:30]=3)(=[O:25])=[O:24])=[N:12]2)[CH:7]=[CH:8][CH:9]=1.C(N(CC)CC)C.[CH:39]([N:42]=[C:43]=[O:44])([CH3:41])[CH3:40], predict the reaction product. The product is: [Cl:31][C:28]1[S:27][C:26]([S:23]([NH:22][C:13]2[C:14]3[C:19](=[CH:18][CH:17]=[CH:16][C:15]=3[O:20][CH3:21])[N:11]([CH2:10][C:6]3[CH:7]=[CH:8][CH:9]=[C:4]([CH2:3][NH:2][C:43]([NH:42][CH:39]([CH3:41])[CH3:40])=[O:44])[CH:5]=3)[N:12]=2)(=[O:25])=[O:24])=[CH:30][CH:29]=1. (2) Given the reactants [N:1]1([C:7]2[CH:8]=[CH:9][C:10]3[N:11]([C:13]([C:16]([F:19])([F:18])[F:17])=[N:14][N:15]=3)[N:12]=2)[CH2:6][CH2:5][NH:4][CH2:3][CH2:2]1.[CH3:20][O:21][C:22]1[CH:23]=[C:24]([CH:27]=[CH:28][CH:29]=1)[CH:25]=O, predict the reaction product. The product is: [CH3:20][O:21][C:22]1[CH:23]=[C:24]([CH2:25][N:4]2[CH2:3][CH2:2][N:1]([C:7]3[CH:8]=[CH:9][C:10]4[N:11]([C:13]([C:16]([F:17])([F:18])[F:19])=[N:14][N:15]=4)[N:12]=3)[CH2:6][CH2:5]2)[CH:27]=[CH:28][CH:29]=1. (3) Given the reactants [F:1][C:2]1[CH:3]=[C:4]2[C:8](=[CH:9][CH:10]=1)[N:7]([CH3:11])[C:6]([C:12]([OH:14])=O)=[C:5]2[CH3:15].C([O:18][C:19](=[O:41])[C:20]([O:23][C:24]1[CH:29]=[CH:28][C:27]([O:30][C:31]2[CH:36]=[C:35]([F:37])[CH:34]=[C:33]([CH2:38][NH2:39])[CH:32]=2)=[CH:26][C:25]=1[CH3:40])([CH3:22])[CH3:21])C, predict the reaction product. The product is: [F:37][C:35]1[CH:36]=[C:31]([CH:32]=[C:33]([CH2:38][NH:39][C:12]([C:6]2[N:7]([CH3:11])[C:8]3[C:4]([C:5]=2[CH3:15])=[CH:3][C:2]([F:1])=[CH:10][CH:9]=3)=[O:14])[CH:34]=1)[O:30][C:27]1[CH:28]=[CH:29][C:24]([O:23][C:20]([CH3:21])([CH3:22])[C:19]([OH:41])=[O:18])=[C:25]([CH3:40])[CH:26]=1. (4) Given the reactants [Cl:1][C:2]1[CH:7]=[CH:6][C:5]([S:8]([NH:11][C@@H:12]([C:20]2[CH:24]=[C:23]([O:25][CH3:26])[O:22][N:21]=2)[CH2:13][C:14]2[CH:19]=[CH:18][CH:17]=[CH:16][CH:15]=2)(=[O:10])=[O:9])=[CH:4][CH:3]=1.[Br:27]N1C(=O)CCC1=O.S([O-])([O-])(=O)=S.[Na+].[Na+], predict the reaction product. The product is: [Br:27][C:24]1[C:20]([C@H:12]([NH:11][S:8]([C:5]2[CH:6]=[CH:7][C:2]([Cl:1])=[CH:3][CH:4]=2)(=[O:10])=[O:9])[CH2:13][C:14]2[CH:19]=[CH:18][CH:17]=[CH:16][CH:15]=2)=[N:21][O:22][C:23]=1[O:25][CH3:26]. (5) Given the reactants Br[C:2]1[CH:3]=[C:4]2[C:9](=[CH:10][CH:11]=1)[N:8]=[CH:7][C:6]([C:12]([CH:14]1[CH2:16][CH2:15]1)=[O:13])=[C:5]2[N:17]1[CH2:22][CH2:21][CH:20]([CH:23]([N:25]([CH3:27])[CH3:26])[CH3:24])[CH2:19][CH2:18]1.[CH3:28][O:29][C:30]1[CH:35]=[C:34](B2OC(C)(C)C(C)(C)O2)[CH:33]=[CH:32][C:31]=1[OH:45], predict the reaction product. The product is: [CH:14]1([C:12]([C:6]2[CH:7]=[N:8][C:9]3[C:4]([C:5]=2[N:17]2[CH2:22][CH2:21][CH:20]([CH:23]([N:25]([CH3:27])[CH3:26])[CH3:24])[CH2:19][CH2:18]2)=[CH:3][C:2]([C:34]2[CH:33]=[CH:32][C:31]([OH:45])=[C:30]([O:29][CH3:28])[CH:35]=2)=[CH:11][CH:10]=3)=[O:13])[CH2:16][CH2:15]1. (6) The product is: [CH3:1][O:2][C:3]1[C:12]2[C:7](=[CH:8][CH:9]=[CH:10][CH:11]=2)[C:6]([O:13][CH3:14])=[C:5]([F:18])[C:4]=1[CH:15]=[O:16]. Given the reactants [CH3:1][O:2][C:3]1[C:12]2[C:7](=[CH:8][CH:9]=[CH:10][CH:11]=2)[C:6]([O:13][CH3:14])=[CH:5][C:4]=1[CH:15]=[O:16].[B-](F)(F)(F)[F:18].[B-](F)(F)(F)F.C1[N+]2(CCl)CC[N+](F)(CC2)C1, predict the reaction product. (7) Given the reactants [CH2:1]([C:3]1[C:8](=[O:9])[NH:7][C:6]([CH3:10])=[C:5]([C:11]2[O:15][C:14]([C:16]([OH:18])=O)=[CH:13][CH:12]=2)[CH:4]=1)[CH3:2].[CH3:19][CH:20]1[CH2:22][NH:21]1, predict the reaction product. The product is: [CH2:1]([C:3]1[C:8](=[O:9])[NH:7][C:6]([CH3:10])=[C:5]([C:11]2[O:15][C:14]([C:16]([N:21]3[CH2:22][CH:20]3[CH3:19])=[O:18])=[CH:13][CH:12]=2)[CH:4]=1)[CH3:2]. (8) Given the reactants O[CH2:2][C:3]1([C:18]2[C:27]([OH:28])=[CH:26][C:21]3[N:22]=[C:23]([CH3:25])[S:24][C:20]=3[CH:19]=2)[C:11]2[C:6](=[CH:7][CH:8]=[CH:9][CH:10]=2)[N:5]([CH2:12][CH2:13][CH2:14][CH2:15][CH3:16])[C:4]1=[O:17].ClC1C=CC(Cl)=C2C=1C(C1C(O)=CC3OCOC=3C=1)(CO)C(=O)N2CCCCC, predict the reaction product. The product is: [CH3:25][C:23]1[S:24][C:20]2[CH:19]=[C:18]3[C:3]4([CH2:2][O:28][C:27]3=[CH:26][C:21]=2[N:22]=1)[C:11]1[C:6](=[CH:7][CH:8]=[CH:9][CH:10]=1)[N:5]([CH2:12][CH2:13][CH2:14][CH2:15][CH3:16])[C:4]4=[O:17]. (9) Given the reactants Cl.NC1C2C(=CC(CC(NC(=O)CNS(C3C(C)=C(C)C4OC(C)(C)CCC=4C=3C)(=O)=O)C(=O)N3CCCCC3)=CC=2)C=CN=1.[NH2:46][C:47]1[C:56]2[C:51](=[CH:52][C:53]([CH2:57][CH:58]([NH:67][C:68](=O)[O-:69])[C:59](=[O:66])[N:60]3[CH2:65][CH2:64][O:63][CH2:62][CH2:61]3)=[CH:54][CH:55]=2)[CH:50]=[CH:49][N:48]=1.[CH3:71][C:72]([O:75][C:76](=[O:97])[CH2:77][C@H:78]([NH:82][S:83]([C:86]1[C:91]([CH3:92])=[CH:90][C:89]([O:93][CH3:94])=[C:88]([CH3:95])[C:87]=1[CH3:96])(=[O:85])=[O:84])C(O)=O)([CH3:74])[CH3:73].N[C@H](C(O)=O)CC(=O)OC(C)(C)C.COC1C=C(C)C(S([Cl:123])(=O)=O)=C(C)C=1C, predict the reaction product. The product is: [ClH:123].[CH3:74][C:72]([O:75][C:76](=[O:97])[CH2:77][C@H:78]([NH:82][S:83]([C:86]1[C:91]([CH3:92])=[CH:90][C:89]([O:93][CH3:94])=[C:88]([CH3:95])[C:87]=1[CH3:96])(=[O:85])=[O:84])[C:68]([NH:67][CH:58]([CH2:57][C:53]1[CH:52]=[C:51]2[C:56](=[CH:55][CH:54]=1)[C:47]([NH2:46])=[N:48][CH:49]=[CH:50]2)[C:59](=[O:66])[N:60]1[CH2:61][CH2:62][O:63][CH2:64][CH2:65]1)=[O:69])([CH3:71])[CH3:73].